From a dataset of Catalyst prediction with 721,799 reactions and 888 catalyst types from USPTO. Predict which catalyst facilitates the given reaction. (1) Reactant: [C:1]([CH2:3][N:4]([CH2:17][C:18]([F:21])([F:20])[F:19])[C:5]1[CH:12]=[CH:11][C:8]([C:9]#[N:10])=[C:7]([C:13]([F:16])([F:15])[F:14])[CH:6]=1)#[N:2].[N-:22]=[N+:23]=[N-:24].[Na+].[Cl-].[Li+].[Cl-].[NH4+]. Product: [NH:22]1[C:1]([CH2:3][N:4]([CH2:17][C:18]([F:20])([F:19])[F:21])[C:5]2[CH:12]=[CH:11][C:8]([C:9]#[N:10])=[C:7]([C:13]([F:15])([F:16])[F:14])[CH:6]=2)=[N:2][N:24]=[N:23]1. The catalyst class is: 3. (2) Reactant: [OH:1][CH:2]1[CH2:7][CH2:6][CH:5]([C:8]([O:10][CH3:11])=[O:9])[CH2:4][CH2:3]1.N1C=CN=C1.[C:17]([Si:21](Cl)([CH3:23])[CH3:22])([CH3:20])([CH3:19])[CH3:18].C(=O)(O)[O-].[Na+]. Product: [Si:21]([O:1][CH:2]1[CH2:3][CH2:4][CH:5]([C:8]([O:10][CH3:11])=[O:9])[CH2:6][CH2:7]1)([C:17]([CH3:20])([CH3:19])[CH3:18])([CH3:23])[CH3:22]. The catalyst class is: 369. (3) Reactant: [NH2:1][C:2]1[C:11]2[S:10](=[O:13])(=[O:12])[N:9]=[C:8]([C:14]3[C:15](=[O:30])[N:16]([NH:25][CH2:26][CH:27]([CH3:29])[CH3:28])[C:17]4[C:22]([C:23]=3[OH:24])=[CH:21][CH:20]=[CH:19][CH:18]=4)[NH:7][C:6]=2[CH:5]=[CH:4][C:3]=1[OH:31].[C:32]1(=O)[O:37][C:35](=[O:36])[CH:34]=[CH:33]1. Product: [OH:24][C:23]1[C:22]2[C:17](=[CH:18][CH:19]=[CH:20][CH:21]=2)[N:16]([NH:25][CH2:26][CH:27]([CH3:29])[CH3:28])[C:15](=[O:30])[C:14]=1[C:8]1[NH:7][C:6]2[CH:5]=[CH:4][C:3]3[O:31][C:32]([CH2:33][CH2:34][C:35]([OH:37])=[O:36])=[N:1][C:2]=3[C:11]=2[S:10](=[O:12])(=[O:13])[N:9]=1. The catalyst class is: 17.